From a dataset of Reaction yield outcomes from USPTO patents with 853,638 reactions. Predict the reaction yield, written as a fraction of the theoretical maximum amount of product (1.0 means a 100% yield; for example, 0.34 means a 34% yield). (1) The reactants are [CH3:1][O:2][C:3]1[CH:19]=[CH:18][C:6]2[N:7]3[CH:12]=[C:11]([C:13](OCC)=[O:14])[N:10]=[C:8]3[S:9][C:5]=2[CH:4]=1.[H-].[H-].[H-].[H-].[Li+].[Al+3]. No catalyst specified. The product is [CH3:1][O:2][C:3]1[CH:19]=[CH:18][C:6]2[N:7]3[CH:12]=[C:11]([CH2:13][OH:14])[N:10]=[C:8]3[S:9][C:5]=2[CH:4]=1. The yield is 0.400. (2) The reactants are [C:1]([C:3]1[CH:8]=[CH:7][C:6]([S:9][CH2:10][C:11]([O:13][CH:14]2[CH2:19][CH2:18][CH2:17][CH2:16][CH2:15]2)=[O:12])=[CH:5][CH:4]=1)#[N:2].[Al](Br)(Br)Br.[Cl:24][C:25]([Cl:29])([Cl:28])[C:26]#[N:27]. No catalyst specified. The product is [Cl:24][C:25]([Cl:29])([Cl:28])[C:26]1[N:27]=[C:26]([C:25]([Cl:29])([Cl:28])[Cl:24])[N:27]=[C:1]([C:3]2[CH:4]=[CH:5][C:6]([S:9][CH2:10][C:11]([O:13][CH:14]3[CH2:19][CH2:18][CH2:17][CH2:16][CH2:15]3)=[O:12])=[CH:7][CH:8]=2)[N:2]=1. The yield is 0.890. (3) The reactants are [CH3:1][O:2][C:3]1[CH:4]=[C:5]2[C:10](=[CH:11][C:12]=1[O:13][CH2:14][CH2:15][N:16]1[CH2:21][CH2:20][O:19][CH2:18][CH2:17]1)[N:9]=[CH:8][CH:7]=[C:6]2[O:22][C:23]1[C:24]([CH3:33])=[N:25][C:26]2[C:31]([CH:32]=1)=[CH:30][CH:29]=[CH:28][CH:27]=2.[ClH:34].CO. No catalyst specified. The product is [ClH:34].[CH3:1][O:2][C:3]1[CH:4]=[C:5]2[C:10](=[CH:11][C:12]=1[O:13][CH2:14][CH2:15][N:16]1[CH2:17][CH2:18][O:19][CH2:20][CH2:21]1)[N:9]=[CH:8][CH:7]=[C:6]2[O:22][C:23]1[C:24]([CH3:33])=[N:25][C:26]2[C:31]([CH:32]=1)=[CH:30][CH:29]=[CH:28][CH:27]=2. The yield is 0.590. (4) The reactants are [Cl:1][C:2]1[CH:11]=[CH:10][C:5]([C:6]([O:8][CH3:9])=[O:7])=[C:4]([NH:12][C:13]2[CH:18]=[CH:17][C:16]([CH2:19][C:20]([O:22][CH3:23])=[O:21])=[CH:15][C:14]=2[N+:24]([O-])=O)[CH:3]=1.CO.[H][H]. The catalyst is [Pt].C(OCC)(=O)C. The product is [NH2:24][C:14]1[CH:15]=[C:16]([CH2:19][C:20]([O:22][CH3:23])=[O:21])[CH:17]=[CH:18][C:13]=1[NH:12][C:4]1[CH:3]=[C:2]([Cl:1])[CH:11]=[CH:10][C:5]=1[C:6]([O:8][CH3:9])=[O:7]. The yield is 0.950. (5) The reactants are [F:1][C:2]1[C:7]2[NH:8][CH:9]=[N:10][C:6]=2[CH:5]=[C:4]([C:11]([OH:13])=O)[C:3]=1[NH:14][C:15]1[CH:20]=[CH:19][C:18]([Br:21])=[CH:17][C:16]=1[CH3:22].CCN(C(C)C)C(C)C.C1CN([P+](ON2N=NC3C=[CH:53][CH:54]=[CH:55][C:50]2=3)(N2CCCC2)N2CCCC2)CC1.F[P-](F)(F)(F)(F)F.Cl.C1([N:69](C)[OH:70])CC1. The catalyst is C1COCC1.C(Cl)Cl. The product is [CH:54]1([CH2:53][O:70][NH:69][C:11]([C:4]2[C:3]([NH:14][C:15]3[CH:20]=[CH:19][C:18]([Br:21])=[CH:17][C:16]=3[CH3:22])=[C:2]([F:1])[C:7]3[NH:8][CH:9]=[N:10][C:6]=3[CH:5]=2)=[O:13])[CH2:55][CH2:50]1. The yield is 0.450. (6) The reactants are I[C:2]1[CH:7]=[CH:6][N:5]=[C:4]([N:8]2[C:16]3[CH2:15][CH:14]4[CH2:17][CH:12]([CH2:13]4)[C:11]=3[C:10]([C:18]([NH2:20])=[O:19])=[N:9]2)[CH:3]=1.[C:21]([C@:23]1([OH:30])[CH2:27][CH2:26][N:25]([CH3:28])[C:24]1=[O:29])#[CH:22]. No catalyst specified. The product is [OH:30][C@@:23]1([C:21]#[C:22][C:2]2[CH:7]=[CH:6][N:5]=[C:4]([N:8]3[C:16]4[CH2:15][CH:14]5[CH2:17][CH:12]([CH2:13]5)[C:11]=4[C:10]([C:18]([NH2:20])=[O:19])=[N:9]3)[CH:3]=2)[CH2:27][CH2:26][N:25]([CH3:28])[C:24]1=[O:29]. The yield is 0.580. (7) The reactants are [F:1][C:2]1[CH:17]=[CH:16][C:5]([O:6][C:7]2[CH:8]=[C:9]([N+:13]([O-])=O)[CH:10]=[CH:11][CH:12]=2)=[CH:4][CH:3]=1. The catalyst is C(O)C.[Pd]. The product is [F:1][C:2]1[CH:17]=[CH:16][C:5]([O:6][C:7]2[CH:8]=[C:9]([CH:10]=[CH:11][CH:12]=2)[NH2:13])=[CH:4][CH:3]=1. The yield is 0.900.